Predict the product of the given reaction. From a dataset of Forward reaction prediction with 1.9M reactions from USPTO patents (1976-2016). Given the reactants [NH2:1][C:2]1[C:3](=[O:9])[NH:4][C:5](=[O:8])[NH:6][CH:7]=1.[CH:10](=O)/[CH:11]=[CH:12]/[CH3:13], predict the reaction product. The product is: [O:8]=[C:5]1[NH:6][C:7]2[CH:10]=[CH:11][C:12]([CH3:13])=[N:1][C:2]=2[C:3](=[O:9])[NH:4]1.